This data is from NCI-60 drug combinations with 297,098 pairs across 59 cell lines. The task is: Regression. Given two drug SMILES strings and cell line genomic features, predict the synergy score measuring deviation from expected non-interaction effect. (1) Drug 1: C1CCC(C1)C(CC#N)N2C=C(C=N2)C3=C4C=CNC4=NC=N3. Drug 2: CCC1(CC2CC(C3=C(CCN(C2)C1)C4=CC=CC=C4N3)(C5=C(C=C6C(=C5)C78CCN9C7C(C=CC9)(C(C(C8N6C=O)(C(=O)OC)O)OC(=O)C)CC)OC)C(=O)OC)O.OS(=O)(=O)O. Cell line: CAKI-1. Synergy scores: CSS=18.9, Synergy_ZIP=-3.44, Synergy_Bliss=2.15, Synergy_Loewe=1.36, Synergy_HSA=6.16. (2) Drug 1: C1CC(=O)NC(=O)C1N2C(=O)C3=CC=CC=C3C2=O. Synergy scores: CSS=9.08, Synergy_ZIP=-14.0, Synergy_Bliss=-18.1, Synergy_Loewe=-30.1, Synergy_HSA=-17.0. Drug 2: C1CCC(C(C1)N)N.C(=O)(C(=O)[O-])[O-].[Pt+4]. Cell line: CAKI-1. (3) Drug 1: C1=C(C(=O)NC(=O)N1)N(CCCl)CCCl. Drug 2: C1=NC2=C(N=C(N=C2N1C3C(C(C(O3)CO)O)F)Cl)N. Cell line: IGROV1. Synergy scores: CSS=36.5, Synergy_ZIP=-7.23, Synergy_Bliss=-4.81, Synergy_Loewe=-1.29, Synergy_HSA=-0.612. (4) Drug 1: CC1=C(N=C(N=C1N)C(CC(=O)N)NCC(C(=O)N)N)C(=O)NC(C(C2=CN=CN2)OC3C(C(C(C(O3)CO)O)O)OC4C(C(C(C(O4)CO)O)OC(=O)N)O)C(=O)NC(C)C(C(C)C(=O)NC(C(C)O)C(=O)NCCC5=NC(=CS5)C6=NC(=CS6)C(=O)NCCC[S+](C)C)O. Drug 2: N.N.Cl[Pt+2]Cl. Cell line: 786-0. Synergy scores: CSS=38.0, Synergy_ZIP=-7.56, Synergy_Bliss=-1.76, Synergy_Loewe=-2.92, Synergy_HSA=0.501. (5) Drug 1: CS(=O)(=O)C1=CC(=C(C=C1)C(=O)NC2=CC(=C(C=C2)Cl)C3=CC=CC=N3)Cl. Drug 2: C(CC(=O)O)C(=O)CN.Cl. Synergy scores: CSS=6.01, Synergy_ZIP=-1.52, Synergy_Bliss=-1.39, Synergy_Loewe=-1.67, Synergy_HSA=-1.01. Cell line: NCI-H226. (6) Drug 1: C#CCC(CC1=CN=C2C(=N1)C(=NC(=N2)N)N)C3=CC=C(C=C3)C(=O)NC(CCC(=O)O)C(=O)O. Drug 2: C1=NNC2=C1C(=O)NC=N2. Cell line: A549. Synergy scores: CSS=0.871, Synergy_ZIP=-0.208, Synergy_Bliss=0.350, Synergy_Loewe=-2.08, Synergy_HSA=-0.935. (7) Cell line: SW-620. Synergy scores: CSS=7.64, Synergy_ZIP=-2.90, Synergy_Bliss=-0.290, Synergy_Loewe=-2.60, Synergy_HSA=-1.04. Drug 1: C1CC(C1)(C(=O)O)C(=O)O.[NH2-].[NH2-].[Pt+2]. Drug 2: CC1CCC2CC(C(=CC=CC=CC(CC(C(=O)C(C(C(=CC(C(=O)CC(OC(=O)C3CCCCN3C(=O)C(=O)C1(O2)O)C(C)CC4CCC(C(C4)OC)O)C)C)O)OC)C)C)C)OC. (8) Drug 1: C1=CC(=CC=C1CCC2=CNC3=C2C(=O)NC(=N3)N)C(=O)NC(CCC(=O)O)C(=O)O. Drug 2: CC1=C(C(=CC=C1)Cl)NC(=O)C2=CN=C(S2)NC3=CC(=NC(=N3)C)N4CCN(CC4)CCO. Cell line: SF-268. Synergy scores: CSS=13.9, Synergy_ZIP=-1.95, Synergy_Bliss=0.278, Synergy_Loewe=0.212, Synergy_HSA=0.346. (9) Drug 1: CC1C(C(CC(O1)OC2CC(CC3=C2C(=C4C(=C3O)C(=O)C5=C(C4=O)C(=CC=C5)OC)O)(C(=O)C)O)N)O.Cl. Drug 2: CC(C1=C(C=CC(=C1Cl)F)Cl)OC2=C(N=CC(=C2)C3=CN(N=C3)C4CCNCC4)N. Cell line: K-562. Synergy scores: CSS=48.8, Synergy_ZIP=-6.83, Synergy_Bliss=-5.69, Synergy_Loewe=-13.9, Synergy_HSA=-5.50. (10) Drug 1: C1=NC(=NC(=O)N1C2C(C(C(O2)CO)O)O)N. Drug 2: CC1=C(N=C(N=C1N)C(CC(=O)N)NCC(C(=O)N)N)C(=O)NC(C(C2=CN=CN2)OC3C(C(C(C(O3)CO)O)O)OC4C(C(C(C(O4)CO)O)OC(=O)N)O)C(=O)NC(C)C(C(C)C(=O)NC(C(C)O)C(=O)NCCC5=NC(=CS5)C6=NC(=CS6)C(=O)NCCC[S+](C)C)O. Cell line: SW-620. Synergy scores: CSS=27.4, Synergy_ZIP=-8.19, Synergy_Bliss=-1.62, Synergy_Loewe=-3.68, Synergy_HSA=1.68.